Dataset: TCR-epitope binding with 47,182 pairs between 192 epitopes and 23,139 TCRs. Task: Binary Classification. Given a T-cell receptor sequence (or CDR3 region) and an epitope sequence, predict whether binding occurs between them. (1) The epitope is KAYNVTQAF. The TCR CDR3 sequence is CASSRWEIAGGTSTDTQYF. Result: 1 (the TCR binds to the epitope). (2) The epitope is RAKFKQLL. The TCR CDR3 sequence is CSVGGGTEAFF. Result: 1 (the TCR binds to the epitope). (3) The epitope is QARQMVQAMRTIGTHP. The TCR CDR3 sequence is CASSDKVLETQYF. Result: 1 (the TCR binds to the epitope). (4) The epitope is FRYMNSQGL. The TCR CDR3 sequence is CASSLIGGGAYEQYF. Result: 0 (the TCR does not bind to the epitope). (5) The epitope is SQASSRSSSR. The TCR CDR3 sequence is CASSQAEAPHEQFF. Result: 0 (the TCR does not bind to the epitope). (6) The epitope is LLQTGIHVRVSQPSL. The TCR CDR3 sequence is CASSGRGSGRKNNEQFF. Result: 1 (the TCR binds to the epitope).